This data is from Reaction yield outcomes from USPTO patents with 853,638 reactions. The task is: Predict the reaction yield, written as a fraction of the theoretical maximum amount of product (1.0 means a 100% yield; for example, 0.34 means a 34% yield). The reactants are [CH3:1][O:2][C:3]1[C:24]2[O:23][C:10]3[C:11](=[O:22])[N:12]([C@@H:14]([CH2:18][CH:19]([CH3:21])[CH3:20])[C:15](O)=[O:16])[CH2:13][C:9]=3[CH2:8][C:7]=2[C:6]([O:25][CH3:26])=[CH:5][CH:4]=1.[CH3:27][O:28][C:29](=[O:37])[C:30]1[CH:35]=[CH:34][C:33]([NH2:36])=[N:32][CH:31]=1.ON1C2C=CC=CC=2N=N1. The catalyst is C(Cl)Cl.O. The product is [CH3:27][O:28][C:29](=[O:37])[C:30]1[CH:35]=[CH:34][C:33]([NH:36][C:15](=[O:16])[C@@H:14]([N:12]2[CH2:13][C:9]3[CH2:8][C:7]4[C:6]([O:25][CH3:26])=[CH:5][CH:4]=[C:3]([O:2][CH3:1])[C:24]=4[O:23][C:10]=3[C:11]2=[O:22])[CH2:18][CH:19]([CH3:21])[CH3:20])=[N:32][CH:31]=1. The yield is 0.308.